This data is from Catalyst prediction with 721,799 reactions and 888 catalyst types from USPTO. The task is: Predict which catalyst facilitates the given reaction. (1) Reactant: [CH3:1][N:2]1[C:6]2[CH:7]=[CH:8][C:9]([N:11]3[CH:16]=[C:15]([C:17]#[N:18])[C:14](=[O:19])[NH:13][C:12]3=[O:20])=[CH:10][C:5]=2[N:4]([CH3:21])[C:3]1=[O:22].[F:23][C:24]([F:36])([F:35])[C:25]1[CH:33]=[CH:32][CH:31]=[C:30]2[C:26]=1[CH2:27][CH2:28][C@@H:29]2O.C1(P(C2C=CC=CC=2)C2C=CC=CC=2)C=CC=CC=1.N(C(OC(C)C)=O)=NC(OC(C)C)=O.Cl. Product: [CH3:1][N:2]1[C:6]2[CH:7]=[CH:8][C:9]([N:11]3[CH:16]=[C:15]([C:17]#[N:18])[C:14](=[O:19])[N:13]([C@H:29]4[C:30]5[C:26](=[C:25]([C:24]([F:23])([F:35])[F:36])[CH:33]=[CH:32][CH:31]=5)[CH2:27][CH2:28]4)[C:12]3=[O:20])=[CH:10][C:5]=2[N:4]([CH3:21])[C:3]1=[O:22]. The catalyst class is: 118. (2) Reactant: [S:1]1[C:9]2[CH:8]=[CH:7][N:6]=[CH:5][C:4]=2[CH:3]=[CH:2]1.C([Li])CCC.CN(OC)[C:17](=[O:19])[CH3:18]. Product: [S:1]1[C:9]2[CH:8]=[CH:7][N:6]=[CH:5][C:4]=2[CH:3]=[C:2]1[C:17](=[O:19])[CH3:18]. The catalyst class is: 7. (3) Reactant: C(O)(C(F)(F)F)=O.[CH:8]1([N:11]2[C:15]3[C:16]([O:41][C@@H:42]([C@@H:44]4[CH2:48][C:47](=[O:49])[NH:46][CH2:45]4)[CH3:43])=[N:17][C:18]([C:20]4[CH:28]=[C:27]5[C:23]([C:24]6([CH2:33][N:32](C(OC(C)(C)C)=O)[CH2:31]6)[C:25](=[O:30])[N:26]5[CH3:29])=[CH:22][CH:21]=4)=[CH:19][C:14]=3[N:13]=[CH:12]2)[CH2:10][CH2:9]1. Product: [CH:8]1([N:11]2[C:15]3[C:16]([O:41][C@@H:42]([C@@H:44]4[CH2:48][C:47](=[O:49])[NH:46][CH2:45]4)[CH3:43])=[N:17][C:18]([C:20]4[CH:28]=[C:27]5[C:23]([C:24]6([CH2:31][NH:32][CH2:33]6)[C:25](=[O:30])[N:26]5[CH3:29])=[CH:22][CH:21]=4)=[CH:19][C:14]=3[N:13]=[CH:12]2)[CH2:10][CH2:9]1. The catalyst class is: 98. (4) Product: [C:1]([O:5][C:6](=[O:29])[CH2:7][CH2:8][CH2:9][O:10][C:11]1[CH:16]=[CH:15][CH:14]=[C:13]([CH3:17])[C:12]=1[N:18]([C:19](=[O:28])[C:20]1[CH:25]=[CH:24][C:23]([Cl:26])=[C:22]([Br:27])[CH:21]=1)[CH3:33])([CH3:4])([CH3:2])[CH3:3]. The catalyst class is: 3. Reactant: [C:1]([O:5][C:6](=[O:29])[CH2:7][CH2:8][CH2:9][O:10][C:11]1[CH:16]=[CH:15][CH:14]=[C:13]([CH3:17])[C:12]=1[NH:18][C:19](=[O:28])[C:20]1[CH:25]=[CH:24][C:23]([Cl:26])=[C:22]([Br:27])[CH:21]=1)([CH3:4])([CH3:3])[CH3:2].[H-].[Na+].I[CH3:33].O. (5) Reactant: Br[C:2]1[CH:3]=[C:4]2[C:28](=[CH:29][CH:30]=1)[C:8]1[NH:9][C:10]([C@@H:12]3[CH2:16][CH2:15][CH2:14][N:13]3[C:17](=[O:27])[C@@H:18]([NH:22][C:23](=[O:26])[O:24][CH3:25])[CH:19]([CH3:21])[CH3:20])=[N:11][C:7]=1[CH:6]=[CH:5]2.CC1(C)C(C)(C)OB([C:39]2[CH:40]=[C:41]3[C:63](=[CH:64][CH:65]=2)[C:45]2[NH:46][C:47]([C@@H:49]4[C@@H:54]5[CH2:55][C@@H:51]([CH2:52][CH2:53]5)[N:50]4[C:56]([O:58][C:59]([CH3:62])([CH3:61])[CH3:60])=[O:57])=[N:48][C:44]=2[CH2:43][CH2:42]3)O1.C([O-])([O-])=O.[K+].[K+]. Product: [C:59]([O:58][C:56]([N:50]1[C@H:49]([C:47]2[NH:46][C:45]3[C:63]4[C:41]([CH2:42][CH2:43][C:44]=3[N:48]=2)=[CH:40][C:39]([C:2]2[CH:3]=[C:4]3[C:28](=[CH:29][CH:30]=2)[C:8]2[NH:9][C:10]([C@@H:12]5[CH2:16][CH2:15][CH2:14][N:13]5[C:17](=[O:27])[C@@H:18]([NH:22][C:23]([O:24][CH3:25])=[O:26])[CH:19]([CH3:21])[CH3:20])=[N:11][C:7]=2[CH:6]=[CH:5]3)=[CH:65][CH:64]=4)[C@@H:54]2[CH2:55][C@H:51]1[CH2:52][CH2:53]2)=[O:57])([CH3:62])([CH3:60])[CH3:61]. The catalyst class is: 104. (6) Reactant: Br[Zn][CH2:3][C:4]([O:6][CH2:7][CH3:8])=[O:5].[CH3:9][C:10]1[C:11](=[O:18])[CH:12]=[C:13]([CH3:17])[C:14](=[O:16])[CH:15]=1.Cl.C(OCC)(=O)C. Product: [OH:18][C:11]1([CH2:3][C:4]([O:6][CH2:7][CH3:8])=[O:5])[CH:12]=[C:13]([CH3:17])[C:14](=[O:16])[CH:15]=[C:10]1[CH3:9]. The catalyst class is: 1. (7) Reactant: [O:1]=[C:2]1[NH:7][C:6](=[O:8])[CH:5]=[N:4][N:3]1[C:9]1[CH:10]=[CH:11][C:12]([CH3:18])=[C:13]([CH:17]=1)[C:14]([OH:16])=O.Cl.[NH2:20][CH2:21][C:22]1([OH:29])[CH2:28][CH2:27][CH2:26][CH2:25][CH2:24][CH2:23]1.CCN=C=NCCCN(C)C.Cl.Cl. Product: [O:1]=[C:2]1[NH:7][C:6](=[O:8])[CH:5]=[N:4][N:3]1[C:9]1[CH:10]=[CH:11][C:12]([CH3:18])=[C:13]([CH:17]=1)[C:14]([NH:20][CH2:21][C:22]1([OH:29])[CH2:28][CH2:27][CH2:26][CH2:25][CH2:24][CH2:23]1)=[O:16]. The catalyst class is: 792.